Dataset: Peptide-MHC class I binding affinity with 185,985 pairs from IEDB/IMGT. Task: Regression. Given a peptide amino acid sequence and an MHC pseudo amino acid sequence, predict their binding affinity value. This is MHC class I binding data. (1) The peptide sequence is ALMEVTHVL. The MHC is BoLA-T2b with pseudo-sequence BoLA-T2b. The binding affinity (normalized) is 0.282. (2) The peptide sequence is EGAGIDDPV. The MHC is HLA-A80:01 with pseudo-sequence HLA-A80:01. The binding affinity (normalized) is 0.0847. (3) The peptide sequence is GLEAYIQGI. The MHC is HLA-A24:03 with pseudo-sequence HLA-A24:03. The binding affinity (normalized) is 0.0847. (4) The peptide sequence is NDSILSHNF. The MHC is HLA-B18:01 with pseudo-sequence HLA-B18:01. The binding affinity (normalized) is 0.441. (5) The peptide sequence is FMNRFYITT. The MHC is HLA-A02:02 with pseudo-sequence HLA-A02:02. The binding affinity (normalized) is 0.733. (6) The peptide sequence is KSLYNTVAVLY. The MHC is HLA-A01:01 with pseudo-sequence HLA-A01:01. The binding affinity (normalized) is 0.223. (7) The peptide sequence is RTFLIDLAF. The MHC is HLA-A32:01 with pseudo-sequence HLA-A32:01. The binding affinity (normalized) is 1.00. (8) The peptide sequence is KIGKEAIVI. The MHC is HLA-A02:06 with pseudo-sequence HLA-A02:06. The binding affinity (normalized) is 0.0389.